Task: Predict the product of the given reaction.. Dataset: Forward reaction prediction with 1.9M reactions from USPTO patents (1976-2016) (1) Given the reactants [CH3:1][C:2]1([CH3:10])[CH2:6][NH:5][C@H:4]([C:7]([OH:9])=[O:8])[CH2:3]1.[OH-].[Na+].[C:13]([O:17][C:18](O[C:18]([O:17][C:13]([CH3:16])([CH3:15])[CH3:14])=[O:19])=[O:19])([CH3:16])([CH3:15])[CH3:14], predict the reaction product. The product is: [C:13]([O:17][C:18]([N:5]1[CH2:6][C:2]([CH3:10])([CH3:1])[CH2:3][CH:4]1[C:7]([OH:9])=[O:8])=[O:19])([CH3:16])([CH3:15])[CH3:14]. (2) Given the reactants [OH:1][CH2:2][C:3]1[CH:19]=[CH:18][C:6]2[S:7][CH:8]=[C:9]([C:10]3[N:15]=[C:14]([OH:16])[CH:13]=[CH:12][C:11]=3[CH3:17])[C:5]=2[CH:4]=1.I[CH3:21], predict the reaction product. The product is: [CH3:21][O:16][C:14]1[N:15]=[C:10]([C:9]2[C:5]3[CH:4]=[C:3]([CH2:2][OH:1])[CH:19]=[CH:18][C:6]=3[S:7][CH:8]=2)[C:11]([CH3:17])=[CH:12][CH:13]=1. (3) The product is: [CH3:15][O:16][C:17]([C:19]1[N:20]=[CH:21][C:22]([N:11]2[CH2:12][CH2:13][N:8]([C:1]([O:3][C:4]([CH3:5])([CH3:6])[CH3:7])=[O:2])[CH2:9][C@H:10]2[CH3:26])=[N:23][CH:24]=1)=[O:18]. Given the reactants [C:1]([N:8]1[CH2:13][CH2:12][NH:11][CH2:10][C@H:9]1C)([O:3][C:4]([CH3:7])([CH3:6])[CH3:5])=[O:2].[CH3:15][O:16][C:17]([C:19]1[CH:24]=[N:23][C:22](Cl)=[CH:21][N:20]=1)=[O:18].[C:26]([O-])([O-])=O.[Na+].[Na+], predict the reaction product. (4) Given the reactants [Cl:1][C:2]1[C:3]([NH:12][S:13]([C:16]2[CH:25]=[CH:24][C:19]([C:20]([O:22][CH3:23])=[O:21])=[CH:18][CH:17]=2)(=[O:15])=[O:14])=[N:4][CH:5]=[C:6]([C:8]([F:11])([F:10])[F:9])[CH:7]=1.Br[CH2:27][C:28]1[CH:33]=[CH:32][C:31]([F:34])=[C:30]([F:35])[CH:29]=1, predict the reaction product. The product is: [Cl:1][C:2]1[C:3]([N:12]([CH2:27][C:28]2[CH:33]=[CH:32][C:31]([F:34])=[C:30]([F:35])[CH:29]=2)[S:13]([C:16]2[CH:25]=[CH:24][C:19]([C:20]([O:22][CH3:23])=[O:21])=[CH:18][CH:17]=2)(=[O:15])=[O:14])=[N:4][CH:5]=[C:6]([C:8]([F:11])([F:9])[F:10])[CH:7]=1.